This data is from Full USPTO retrosynthesis dataset with 1.9M reactions from patents (1976-2016). The task is: Predict the reactants needed to synthesize the given product. Given the product [C:5]1([CH3:12])[CH:6]=[C:7]([CH3:11])[CH:8]=[C:9]([CH3:10])[C:4]=1[C:1](=[C:28]([C:29]1[C:30]([CH3:20])=[CH:18][C:13]([CH3:19])=[CH:14][C:15]=1[CH3:16])[CH3:27])[CH3:2], predict the reactants needed to synthesize it. The reactants are: [C:1]([C:4]1[C:9]([CH3:10])=[CH:8][C:7]([CH3:11])=[CH:6][C:5]=1[CH3:12])(=O)[CH3:2].[C:13]1([CH3:19])[CH:18]=C[CH:16]=[CH:15][CH:14]=1.[C:20]([O-])([O-])=O.[K+].[K+].O1[CH2:30][CH2:29][CH2:28][CH2:27]1.